Task: Predict which catalyst facilitates the given reaction.. Dataset: Catalyst prediction with 721,799 reactions and 888 catalyst types from USPTO (1) Reactant: [O:1]1[CH:5]=[CH:4][CH:3]=[C:2]1[C:6]1[O:7][C:8]([CH3:34])=[C:9]([CH2:11][O:12][C:13]2[CH:33]=[CH:32][C:16]([CH2:17][O:18][C:19]3[C:23]([CH:24]=O)=[CH:22][N:21]([C:26]4[CH:31]=[CH:30][CH:29]=[CH:28][CH:27]=4)[N:20]=3)=[CH:15][CH:14]=2)[N:10]=1.C(OP([CH2:43][C:44]([O:46][CH2:47][CH3:48])=[O:45])(OCC)=O)C.CN(C)C=O.[H-].[Na+]. Product: [O:1]1[CH:5]=[CH:4][CH:3]=[C:2]1[C:6]1[O:7][C:8]([CH3:34])=[C:9]([CH2:11][O:12][C:13]2[CH:14]=[CH:15][C:16]([CH2:17][O:18][C:19]3[C:23](/[CH:24]=[CH:43]/[C:44]([O:46][CH2:47][CH3:48])=[O:45])=[CH:22][N:21]([C:26]4[CH:31]=[CH:30][CH:29]=[CH:28][CH:27]=4)[N:20]=3)=[CH:32][CH:33]=2)[N:10]=1. The catalyst class is: 6. (2) Reactant: CN(C([O:8]N1N=NC2C=CC=NC1=2)=[N+](C)C)C.F[P-](F)(F)(F)(F)F.O[C:26]1[CH:27]=[C:28]2[C:32](=[CH:33][CH:34]=1)[NH:31][CH:30]=[C:29]2[CH2:35][C:36]([OH:38])=O.CCN(C(C)C)C(C)C.[C:48]1([CH2:54][CH:55]([C:57]2[C:62]([C:63]3[CH:68]=[CH:67][CH:66]=[CH:65][C:64]=3[CH3:69])=[CH:61][CH:60]=[CH:59][N:58]=2)[NH2:56])[CH:53]=[CH:52][CH:51]=[CH:50][CH:49]=1. Product: [OH:8][C:34]1[CH:33]=[C:32]2[C:28]([C:29]([CH2:35][C:36]([NH:56][CH:55]([C:57]3[C:62]([C:63]4[CH:68]=[CH:67][CH:66]=[CH:65][C:64]=4[CH3:69])=[CH:61][CH:60]=[CH:59][N:58]=3)[CH2:54][C:48]3[CH:49]=[CH:50][CH:51]=[CH:52][CH:53]=3)=[O:38])=[CH:30][NH:31]2)=[CH:27][CH:26]=1. The catalyst class is: 3. (3) Reactant: [CH:1]1[C:13]2[CH:12]([CH2:14][O:15][C:16]([N:18]3[CH2:22][C@H:21]([OH:23])[CH2:20][C@H:19]3[C:24](=[O:55])[NH:25][CH2:26][CH2:27][O:28][CH2:29][CH2:30][O:31][C:32]([C:47]3[CH:52]=[CH:51][C:50]([O:53][CH3:54])=[CH:49][CH:48]=3)([C:39]3[CH:44]=[CH:43][C:42]([O:45][CH3:46])=[CH:41][CH:40]=3)[C:33]3[CH:38]=[CH:37][CH:36]=[CH:35][CH:34]=3)=[O:17])[C:11]3[C:6](=[CH:7][CH:8]=[CH:9][CH:10]=3)[C:5]=2[CH:4]=[CH:3][CH:2]=1.[C:56]1(=[O:62])[O:61][C:59](=[O:60])[CH2:58][CH2:57]1. Product: [CH3:46][O:45][C:42]1[CH:41]=[CH:40][C:39]([C:32]([C:47]2[CH:48]=[CH:49][C:50]([O:53][CH3:54])=[CH:51][CH:52]=2)([C:33]2[CH:38]=[CH:37][CH:36]=[CH:35][CH:34]=2)[O:31][CH2:30][CH2:29][O:28][CH2:27][CH2:26][NH:25][C:24]([C@H:19]2[N:18]([C:16]([O:15][CH2:14][CH:12]3[C:11]4[CH:10]=[CH:9][CH:8]=[CH:7][C:6]=4[C:5]4[C:13]3=[CH:1][CH:2]=[CH:3][CH:4]=4)=[O:17])[CH2:22][C@H:21]([O:23][C:56](=[O:62])[CH2:57][CH2:58][C:59]([OH:61])=[O:60])[CH2:20]2)=[O:55])=[CH:44][CH:43]=1. The catalyst class is: 10. (4) Reactant: [CH2:1]([O:8][C:9]([N:11]1[CH2:16][CH2:15][C:14](=[O:17])[CH2:13][CH2:12]1)=[O:10])[C:2]1[CH:7]=[CH:6][CH:5]=[CH:4][CH:3]=1.B(F)(F)F.CCOCC.[N+](=[CH:29][C:30]([O:32][CH2:33][CH3:34])=[O:31])=[N-]. Product: [O:17]=[C:14]1[CH2:13][CH2:12][N:11]([C:9]([O:8][CH2:1][C:2]2[CH:3]=[CH:4][CH:5]=[CH:6][CH:7]=2)=[O:10])[CH2:16][CH2:15][CH:29]1[C:30]([O:32][CH2:33][CH3:34])=[O:31]. The catalyst class is: 28. (5) Reactant: [CH2:1]([OH:8])[C:2]1[CH:7]=[CH:6][CH:5]=[CH:4][CH:3]=1.[H-].[Na+].Cl[C:12]1[CH:17]=[CH:16][N:15]=[C:14]([S:18][CH3:19])[N:13]=1.C(O)(=O)C. Product: [CH3:19][S:18][C:14]1[N:15]=[C:16]([O:8][CH2:1][C:2]2[CH:7]=[CH:6][CH:5]=[CH:4][CH:3]=2)[CH:17]=[CH:12][N:13]=1. The catalyst class is: 38.